This data is from Forward reaction prediction with 1.9M reactions from USPTO patents (1976-2016). The task is: Predict the product of the given reaction. (1) Given the reactants [C:1]1([CH2:7][C:8]([NH:10][C@H:11]([C:13]([OH:15])=O)[CH3:12])=[O:9])[CH:6]=[CH:5][CH:4]=[CH:3][CH:2]=1.[NH2:16][CH:17]1[CH2:24][CH2:23][CH2:22][NH:21][C:19](=[O:20])[CH2:18]1, predict the reaction product. The product is: [C:1]1([CH2:7][C:8]([NH:10][C@H:11]([C:13]([NH:16][CH:17]([CH2:24][CH2:23][CH3:22])[CH:18]2[NH:21][C:19]2=[O:20])=[O:15])[CH3:12])=[O:9])[CH:2]=[CH:3][CH:4]=[CH:5][CH:6]=1. (2) Given the reactants Cl[C:2]1[N:7]=[C:6]([CH2:8][NH:9][CH2:10][CH2:11][C:12]2[N:13]=[CH:14][NH:15][CH:16]=2)[CH:5]=[C:4]([N:17]2[CH2:22][CH2:21][O:20][CH2:19][CH2:18]2)[N:3]=1.[NH:23]1[C:31]2[CH:30]=[CH:29][CH:28]=[C:27](B(O)O)[C:26]=2[CH:25]=[CH:24]1, predict the reaction product. The product is: [NH:15]1[CH:16]=[C:12]([CH2:11][CH2:10][NH:9][CH2:8][C:6]2[CH:5]=[C:4]([N:17]3[CH2:22][CH2:21][O:20][CH2:19][CH2:18]3)[N:3]=[C:2]([C:27]3[CH:28]=[CH:29][CH:30]=[C:31]4[C:26]=3[CH:25]=[CH:24][NH:23]4)[N:7]=2)[N:13]=[CH:14]1.